From a dataset of Peptide-MHC class I binding affinity with 185,985 pairs from IEDB/IMGT. Regression. Given a peptide amino acid sequence and an MHC pseudo amino acid sequence, predict their binding affinity value. This is MHC class I binding data. (1) The binding affinity (normalized) is 0.0847. The peptide sequence is RPLLARMPE. The MHC is HLA-A26:01 with pseudo-sequence HLA-A26:01. (2) The peptide sequence is SRDWFMLMPK. The MHC is HLA-A33:01 with pseudo-sequence HLA-A33:01. The binding affinity (normalized) is 0.386. (3) The peptide sequence is TIATYIDAL. The MHC is HLA-A02:01 with pseudo-sequence HLA-A02:01. The binding affinity (normalized) is 0.407. (4) The peptide sequence is PYLVAYQATV. The MHC is Patr-A0901 with pseudo-sequence Patr-A0901. The binding affinity (normalized) is 0.